This data is from Forward reaction prediction with 1.9M reactions from USPTO patents (1976-2016). The task is: Predict the product of the given reaction. (1) The product is: [C:1]([C:4]1[C:5]([F:23])=[C:6]([N:11]([CH2:33][O:34][CH2:35][CH2:36][O:37][CH3:38])[S:12]([C:15]2[CH:20]=[C:19]([F:21])[CH:18]=[CH:17][C:16]=2[F:22])(=[O:14])=[O:13])[CH:7]=[CH:8][C:9]=1[F:10])(=[O:3])[CH3:2]. Given the reactants [C:1]([C:4]1[C:5]([F:23])=[C:6]([NH:11][S:12]([C:15]2[CH:20]=[C:19]([F:21])[CH:18]=[CH:17][C:16]=2[F:22])(=[O:14])=[O:13])[CH:7]=[CH:8][C:9]=1[F:10])(=[O:3])[CH3:2].CCN(C(C)C)C(C)C.[CH3:33][O:34][CH2:35][CH2:36][O:37][CH2:38]Cl, predict the reaction product. (2) Given the reactants [CH3:1][O:2][CH2:3][CH2:4][NH2:5].C(OCC)(=O)C.[C:12](Cl)(=[O:15])[CH:13]=[CH2:14], predict the reaction product. The product is: [CH3:1][O:2][CH2:3][CH2:4][NH:5][C:12](=[O:15])[CH:13]=[CH2:14]. (3) Given the reactants Br[CH2:2][C@H:3]1[C@@:5]2([N:11]=[C:10]([C:12]3[CH:17]=[CH:16][C:15]([Cl:18])=[CH:14][CH:13]=3)[C:9]3[C:19]([CH3:23])=[C:20]([CH3:22])[S:21][C:8]=3[N:7]3[C:24]([CH3:27])=[N:25][N:26]=[C:6]23)[CH2:4]1.[OH-].[NH4+:29], predict the reaction product. The product is: [Cl:18][C:15]1[CH:14]=[CH:13][C:12]([C:10]2[C:9]3[C:19]([CH3:23])=[C:20]([CH3:22])[S:21][C:8]=3[N:7]3[C:24]([CH3:27])=[N:25][N:26]=[C:6]3[C@@:5]3([CH2:4][C@H:3]3[CH2:2][NH2:29])[N:11]=2)=[CH:17][CH:16]=1. (4) Given the reactants [CH3:1][Si:2]([C:5]#[C:6][C:7]1[CH:8]=[C:9]([CH2:13][CH2:14][CH2:15][CH2:16][N:17]2C(=O)C3C(=CC=CC=3)C2=O)[CH:10]=[CH:11][CH:12]=1)([CH3:4])[CH3:3].CNN, predict the reaction product. The product is: [CH3:1][Si:2]([C:5]#[C:6][C:7]1[CH:8]=[C:9]([CH2:13][CH2:14][CH2:15][CH2:16][NH2:17])[CH:10]=[CH:11][CH:12]=1)([CH3:3])[CH3:4]. (5) Given the reactants OO.O.O.O.O.O.O.O.O.O.O.O.O.P(O)([O-])([O-])=O.[Na+].[Na+].[CH2:22]([CH:24]([CH:27]([OH:31])[CH2:28][CH2:29][CH3:30])[CH2:25][OH:26])[CH3:23].CN(C)C(=O)C, predict the reaction product. The product is: [CH2:22]([CH:24]([C:27](=[O:31])[CH2:28][CH2:29][CH3:30])[CH2:25][OH:26])[CH3:23].